From a dataset of Reaction yield outcomes from USPTO patents with 853,638 reactions. Predict the reaction yield, written as a fraction of the theoretical maximum amount of product (1.0 means a 100% yield; for example, 0.34 means a 34% yield). (1) The reactants are [Cl:1][C:2]1[CH:3]=[CH:4][C:5]([S:9][CH2:10][C:11]2[N:16]=[CH:15][CH:14]=[CH:13][N:12]=2)=[C:6]([CH:8]=1)[NH2:7].[O:17]1[C:21]2[CH:22]=[CH:23][CH:24]=[CH:25][C:20]=2[CH:19]=[C:18]1[S:26](Cl)(=[O:28])=[O:27]. The catalyst is N1C=CC=CC=1. The product is [Cl:1][C:2]1[CH:3]=[CH:4][C:5]([S:9][CH2:10][C:11]2[N:12]=[CH:13][CH:14]=[CH:15][N:16]=2)=[C:6]([NH:7][S:26]([C:18]2[O:17][C:21]3[CH:22]=[CH:23][CH:24]=[CH:25][C:20]=3[CH:19]=2)(=[O:27])=[O:28])[CH:8]=1. The yield is 0.510. (2) The reactants are [C:1](/[CH:4]=[CH:5]/[C:6]1[C:7]([C:20]2[CH:25]=[CH:24][CH:23]=[C:22]([Cl:26])[CH:21]=2)=[C:8]2[C:13](=[C:14]([O:16][CH3:17])[CH:15]=1)[N:12]=[C:11]([NH:18][CH3:19])[N:10]=[CH:9]2)([OH:3])=[O:2].IC.[C:29](=O)([O-])[O-].[K+].[K+].O. The catalyst is CN(C=O)C. The product is [Cl:26][C:22]1[CH:21]=[C:20]([C:7]2[C:6](/[CH:5]=[CH:4]/[C:1]([O:3][CH3:29])=[O:2])=[CH:15][C:14]([O:16][CH3:17])=[C:13]3[C:8]=2[CH:9]=[N:10][C:11]([NH:18][CH3:19])=[N:12]3)[CH:25]=[CH:24][CH:23]=1. The yield is 0.890.